This data is from TCR-epitope binding with 47,182 pairs between 192 epitopes and 23,139 TCRs. The task is: Binary Classification. Given a T-cell receptor sequence (or CDR3 region) and an epitope sequence, predict whether binding occurs between them. (1) The epitope is TEKSNIIRGW. The TCR CDR3 sequence is CASSRTASWHEKLFF. Result: 0 (the TCR does not bind to the epitope). (2) The epitope is GILGFVFTL. The TCR CDR3 sequence is CASSSRSGIEQYF. Result: 1 (the TCR binds to the epitope). (3) The epitope is TEKSNIIRGW. The TCR CDR3 sequence is CASSQEPNWNTEAFF. Result: 0 (the TCR does not bind to the epitope). (4) The TCR CDR3 sequence is CAISPEGGGNQPQHF. Result: 1 (the TCR binds to the epitope). The epitope is YLNTLTLAV. (5) The epitope is AYILFTRFFYV. The TCR CDR3 sequence is CASSAGTAYEQYF. Result: 0 (the TCR does not bind to the epitope).